Regression. Given two drug SMILES strings and cell line genomic features, predict the synergy score measuring deviation from expected non-interaction effect. From a dataset of NCI-60 drug combinations with 297,098 pairs across 59 cell lines. (1) Drug 1: C1=CC(=CC=C1C#N)C(C2=CC=C(C=C2)C#N)N3C=NC=N3. Drug 2: C1C(C(OC1N2C=C(C(=O)NC2=O)F)CO)O. Cell line: 786-0. Synergy scores: CSS=1.43, Synergy_ZIP=-3.90, Synergy_Bliss=0.547, Synergy_Loewe=-18.4, Synergy_HSA=-4.39. (2) Drug 1: C1=NNC2=C1C(=O)NC=N2. Drug 2: C1C(C(OC1N2C=NC(=NC2=O)N)CO)O. Cell line: RXF 393. Synergy scores: CSS=3.63, Synergy_ZIP=-0.0773, Synergy_Bliss=2.50, Synergy_Loewe=-3.07, Synergy_HSA=-0.641. (3) Drug 1: CC=C1C(=O)NC(C(=O)OC2CC(=O)NC(C(=O)NC(CSSCCC=C2)C(=O)N1)C(C)C)C(C)C. Drug 2: C1C(C(OC1N2C=NC(=NC2=O)N)CO)O. Cell line: HCC-2998. Synergy scores: CSS=73.0, Synergy_ZIP=1.20, Synergy_Bliss=1.15, Synergy_Loewe=2.57, Synergy_HSA=3.98.